From a dataset of Forward reaction prediction with 1.9M reactions from USPTO patents (1976-2016). Predict the product of the given reaction. (1) Given the reactants [F:1][C:2]([F:13])([F:12])[C:3]1[CH:4]=[C:5]([N:9]=[C:10]=[O:11])[CH:6]=[CH:7][CH:8]=1.[NH2:14][C@@H:15]([C:31]([CH3:34])([CH3:33])[CH3:32])[C:16]([NH:18][C@@H:19]1[CH2:23][CH2:22][N:21]([CH2:24][C:25]2[CH:30]=[CH:29][CH:28]=[CH:27][CH:26]=2)[CH2:20]1)=[O:17], predict the reaction product. The product is: [CH2:24]([N:21]1[CH2:22][CH2:23][C@@H:19]([NH:18][C:16](=[O:17])[C@@H:15]([NH:14][C:10]([NH:9][C:5]2[CH:6]=[CH:7][CH:8]=[C:3]([C:2]([F:12])([F:13])[F:1])[CH:4]=2)=[O:11])[C:31]([CH3:32])([CH3:34])[CH3:33])[CH2:20]1)[C:25]1[CH:26]=[CH:27][CH:28]=[CH:29][CH:30]=1. (2) Given the reactants [Cl:1][C:2]1[CH:7]=[C:6]([Cl:8])[CH:5]=[CH:4][C:3]=1[C:9]1[N:10]2[N:17]=[C:16]([CH3:18])[CH:15]=[C:11]2[O:12][C:13]=1[CH3:14].F[B-](F)(F)F.[O:24]=[N+:25]=[O:26].CCOCC, predict the reaction product. The product is: [Cl:1][C:2]1[CH:7]=[C:6]([Cl:8])[CH:5]=[CH:4][C:3]=1[C:9]1[N:10]2[N:17]=[C:16]([CH3:18])[C:15]([N+:25]([O-:26])=[O:24])=[C:11]2[O:12][C:13]=1[CH3:14]. (3) Given the reactants [Cl:1][C:2]1[C:3](=[O:32])[N:4]([CH2:20][CH2:21][C:22]2[CH:31]=[CH:30][C:25]([C:26]([O:28][CH3:29])=[O:27])=[CH:24][CH:23]=2)[C:5]([CH2:9][O:10][C:11]2[CH:16]=[CH:15][CH:14]=[CH:13][C:12]=2[CH2:17][CH2:18][OH:19])=[C:6]([Cl:8])[CH:7]=1.[OH-].[Na+].S(OC)(O[CH3:39])(=O)=O.[Cl-].[NH4+], predict the reaction product. The product is: [Cl:1][C:2]1[C:3](=[O:32])[N:4]([CH2:20][CH2:21][C:22]2[CH:23]=[CH:24][C:25]([C:26]([O:28][CH3:29])=[O:27])=[CH:30][CH:31]=2)[C:5]([CH2:9][O:10][C:11]2[CH:16]=[CH:15][CH:14]=[CH:13][C:12]=2[CH2:17][CH2:18][O:19][CH3:39])=[C:6]([Cl:8])[CH:7]=1. (4) The product is: [C:31]([O:35][C:36](=[O:44])[CH2:37][N:38]1[CH:42]=[CH:41][C:40]([NH:43][C:8](=[O:9])[C@@H:7]([N:11]2[CH2:19][C:18]3[C:13](=[CH:14][CH:15]=[CH:16][C:17]=3[C:20]([F:21])([F:22])[F:23])[C:12]2=[O:24])[CH2:6][CH:1]2[CH2:2][CH2:3][CH2:4][CH2:5]2)=[N:39]1)([CH3:34])([CH3:32])[CH3:33]. Given the reactants [CH:1]1([CH2:6][C@H:7]([N:11]2[CH2:19][C:18]3[C:13](=[CH:14][CH:15]=[CH:16][C:17]=3[C:20]([F:23])([F:22])[F:21])[C:12]2=[O:24])[C:8](O)=[O:9])[CH2:5][CH2:4][CH2:3][CH2:2]1.C(Cl)(=O)C(Cl)=O.[C:31]([O:35][C:36](=[O:44])[CH2:37][N:38]1[CH:42]=[CH:41][C:40]([NH2:43])=[N:39]1)([CH3:34])([CH3:33])[CH3:32].N1C(C)=CC=CC=1C, predict the reaction product. (5) Given the reactants [NH2:1][C:2]1[C:7]([NH2:8])=[CH:6][C:5]([Br:9])=[CH:4][N:3]=1.[C:10](=O)(ON1C(=O)CCC1=O)[O:11]N1C(=O)CCC1=O, predict the reaction product. The product is: [Br:9][C:5]1[CH:6]=[C:7]2[NH:8][C:10](=[O:11])[NH:1][C:2]2=[N:3][CH:4]=1. (6) Given the reactants [C:1]1([N:7]([C:35]([O:37][CH3:38])=[O:36])[NH:8][C:9]([C:11]2[C:20]3[C:15](=[CH:16][CH:17]=[CH:18][CH:19]=3)[N:14]=[C:13]([C:21]3[CH:26]=[CH:25][CH:24]=[CH:23][CH:22]=3)[C:12]=2[CH2:27][O:28][CH:29]2[CH2:34][CH2:33][NH:32][CH2:31][CH2:30]2)=[O:10])[CH:6]=[CH:5][CH:4]=[CH:3][CH:2]=1.[O:39]1[CH2:44][CH2:43][C:42](=O)[CH2:41][CH2:40]1, predict the reaction product. The product is: [C:1]1([N:7]([C:35]([O:37][CH3:38])=[O:36])[NH:8][C:9]([C:11]2[C:20]3[C:15](=[CH:16][CH:17]=[CH:18][CH:19]=3)[N:14]=[C:13]([C:21]3[CH:26]=[CH:25][CH:24]=[CH:23][CH:22]=3)[C:12]=2[CH2:27][O:28][CH:29]2[CH2:34][CH2:33][N:32]([CH:42]3[CH2:43][CH2:44][O:39][CH2:40][CH2:41]3)[CH2:31][CH2:30]2)=[O:10])[CH:2]=[CH:3][CH:4]=[CH:5][CH:6]=1.